This data is from NCI-60 drug combinations with 297,098 pairs across 59 cell lines. The task is: Regression. Given two drug SMILES strings and cell line genomic features, predict the synergy score measuring deviation from expected non-interaction effect. (1) Drug 1: CC1=C(C=C(C=C1)NC2=NC=CC(=N2)N(C)C3=CC4=NN(C(=C4C=C3)C)C)S(=O)(=O)N.Cl. Drug 2: CC1C(C(CC(O1)OC2CC(CC3=C2C(=C4C(=C3O)C(=O)C5=C(C4=O)C(=CC=C5)OC)O)(C(=O)C)O)N)O.Cl. Cell line: HT29. Synergy scores: CSS=8.97, Synergy_ZIP=2.13, Synergy_Bliss=6.08, Synergy_Loewe=-30.2, Synergy_HSA=3.59. (2) Drug 1: CNC(=O)C1=CC=CC=C1SC2=CC3=C(C=C2)C(=NN3)C=CC4=CC=CC=N4. Drug 2: CN(CC1=CN=C2C(=N1)C(=NC(=N2)N)N)C3=CC=C(C=C3)C(=O)NC(CCC(=O)O)C(=O)O. Cell line: CCRF-CEM. Synergy scores: CSS=38.3, Synergy_ZIP=-2.22, Synergy_Bliss=-5.95, Synergy_Loewe=-28.7, Synergy_HSA=-5.65. (3) Synergy scores: CSS=1.32, Synergy_ZIP=-4.49, Synergy_Bliss=-4.79, Synergy_Loewe=-3.55, Synergy_HSA=-3.54. Cell line: K-562. Drug 1: C1CCN(CC1)CCOC2=CC=C(C=C2)C(=O)C3=C(SC4=C3C=CC(=C4)O)C5=CC=C(C=C5)O. Drug 2: C1C(C(OC1N2C=NC3=C(N=C(N=C32)Cl)N)CO)O. (4) Drug 1: CC1=C(C=C(C=C1)NC2=NC=CC(=N2)N(C)C3=CC4=NN(C(=C4C=C3)C)C)S(=O)(=O)N.Cl. Drug 2: CC1=C(C=C(C=C1)NC(=O)C2=CC=C(C=C2)CN3CCN(CC3)C)NC4=NC=CC(=N4)C5=CN=CC=C5. Cell line: SR. Synergy scores: CSS=4.36, Synergy_ZIP=-1.30, Synergy_Bliss=0.207, Synergy_Loewe=-0.971, Synergy_HSA=-0.391. (5) Drug 1: C1CN1C2=NC(=NC(=N2)N3CC3)N4CC4. Drug 2: CC(C)CN1C=NC2=C1C3=CC=CC=C3N=C2N. Cell line: IGROV1. Synergy scores: CSS=23.6, Synergy_ZIP=-0.0607, Synergy_Bliss=2.67, Synergy_Loewe=3.19, Synergy_HSA=3.56. (6) Drug 1: CC1=C(C=C(C=C1)NC2=NC=CC(=N2)N(C)C3=CC4=NN(C(=C4C=C3)C)C)S(=O)(=O)N.Cl. Drug 2: C1=CC(=C2C(=C1NCCNCCO)C(=O)C3=C(C=CC(=C3C2=O)O)O)NCCNCCO. Cell line: T-47D. Synergy scores: CSS=45.9, Synergy_ZIP=14.6, Synergy_Bliss=15.1, Synergy_Loewe=-12.4, Synergy_HSA=16.2.